Dataset: Forward reaction prediction with 1.9M reactions from USPTO patents (1976-2016). Task: Predict the product of the given reaction. (1) Given the reactants [CH2:1]([NH:3][C:4]1[CH:9]=[CH:8][C:7]([O:10][CH3:11])=[CH:6][CH:5]=1)[CH3:2].C(N(C(C)C)C(C)C)C.Cl[C:22](Cl)([O:24]C(=O)OC(Cl)(Cl)Cl)Cl.Cl.[CH3:34][O:35][C:36]1[CH:41]=[CH:40][C:39]([C:42]([CH:44]2[CH2:49][CH2:48][NH:47][CH2:46][CH2:45]2)=[O:43])=[CH:38][C:37]=1[CH3:50], predict the reaction product. The product is: [CH2:1]([N:3]([C:4]1[CH:9]=[CH:8][C:7]([O:10][CH3:11])=[CH:6][CH:5]=1)[C:22]([N:47]1[CH2:48][CH2:49][CH:44]([C:42](=[O:43])[C:39]2[CH:40]=[CH:41][C:36]([O:35][CH3:34])=[C:37]([CH3:50])[CH:38]=2)[CH2:45][CH2:46]1)=[O:24])[CH3:2]. (2) Given the reactants [CH3:1][C:2]1[C:6]2[CH:7]=[CH:8][C:9]([OH:11])=[CH:10][C:5]=2[O:4][CH:3]=1.[Br:12][CH2:13][CH2:14][CH2:15]Br, predict the reaction product. The product is: [Br:12][CH2:13][CH2:14][CH2:15][O:11][C:9]1[CH:8]=[CH:7][C:6]2[C:2]([CH3:1])=[CH:3][O:4][C:5]=2[CH:10]=1.